From a dataset of NCI-60 drug combinations with 297,098 pairs across 59 cell lines. Regression. Given two drug SMILES strings and cell line genomic features, predict the synergy score measuring deviation from expected non-interaction effect. (1) Drug 1: CNC(=O)C1=CC=CC=C1SC2=CC3=C(C=C2)C(=NN3)C=CC4=CC=CC=N4. Drug 2: C1=CC(=C2C(=C1NCCNCCO)C(=O)C3=C(C=CC(=C3C2=O)O)O)NCCNCCO. Cell line: BT-549. Synergy scores: CSS=42.2, Synergy_ZIP=8.72, Synergy_Bliss=8.83, Synergy_Loewe=-12.8, Synergy_HSA=7.70. (2) Drug 1: CC1C(C(CC(O1)OC2CC(CC3=C2C(=C4C(=C3O)C(=O)C5=C(C4=O)C(=CC=C5)OC)O)(C(=O)C)O)N)O.Cl. Drug 2: C1C(C(OC1N2C=NC(=NC2=O)N)CO)O. Cell line: OVCAR-5. Synergy scores: CSS=26.5, Synergy_ZIP=-5.47, Synergy_Bliss=1.12, Synergy_Loewe=1.18, Synergy_HSA=1.54. (3) Drug 1: C1=C(C(=O)NC(=O)N1)N(CCCl)CCCl. Drug 2: CC1C(C(=O)NC(C(=O)N2CCCC2C(=O)N(CC(=O)N(C(C(=O)O1)C(C)C)C)C)C(C)C)NC(=O)C3=C4C(=C(C=C3)C)OC5=C(C(=O)C(=C(C5=N4)C(=O)NC6C(OC(=O)C(N(C(=O)CN(C(=O)C7CCCN7C(=O)C(NC6=O)C(C)C)C)C)C(C)C)C)N)C. Cell line: EKVX. Synergy scores: CSS=5.77, Synergy_ZIP=-3.39, Synergy_Bliss=-4.83, Synergy_Loewe=-5.47, Synergy_HSA=-5.66. (4) Drug 1: C1CCC(CC1)NC(=O)N(CCCl)N=O. Drug 2: CCCS(=O)(=O)NC1=C(C(=C(C=C1)F)C(=O)C2=CNC3=C2C=C(C=N3)C4=CC=C(C=C4)Cl)F. Cell line: COLO 205. Synergy scores: CSS=42.5, Synergy_ZIP=-6.29, Synergy_Bliss=0.487, Synergy_Loewe=-12.1, Synergy_HSA=1.52. (5) Drug 1: CC12CCC3C(C1CCC2=O)CC(=C)C4=CC(=O)C=CC34C. Drug 2: C1C(C(OC1N2C=NC3=C(N=C(N=C32)Cl)N)CO)O. Cell line: MOLT-4. Synergy scores: CSS=93.2, Synergy_ZIP=0.413, Synergy_Bliss=0.136, Synergy_Loewe=-1.56, Synergy_HSA=0.0814.